From a dataset of Catalyst prediction with 721,799 reactions and 888 catalyst types from USPTO. Predict which catalyst facilitates the given reaction. (1) Reactant: [C:1]([NH:4][C:5]1[C:14]2[C:9](=[N:10][C:11]([C:22]3[CH:27]=[CH:26][C:25]([Cl:28])=[CH:24][C:23]=3[Cl:29])=[C:12]([C:15]3[CH:20]=[CH:19][C:18]([Cl:21])=[CH:17][CH:16]=3)[CH:13]=2)[N:8]([CH3:30])[C:7](=[O:31])[C:6]=1[C:32](OC)=[O:33])(=[O:3])[CH3:2].C([O-])([O-])=O.[Cs+].[Cs+].[CH:42]([OH:45])([CH3:44])[CH3:43]. Product: [C:1]([NH:4][C:5]1[C:14]2[C:9](=[N:10][C:11]([C:22]3[CH:27]=[CH:26][C:25]([Cl:28])=[CH:24][C:23]=3[Cl:29])=[C:12]([C:15]3[CH:20]=[CH:19][C:18]([Cl:21])=[CH:17][CH:16]=3)[CH:13]=2)[N:8]([CH3:30])[C:7](=[O:31])[C:6]=1[C:32]([O:45][CH:42]([CH3:44])[CH3:43])=[O:33])(=[O:3])[CH3:2]. The catalyst class is: 1. (2) Reactant: [O:1]1[C:22]2[C:5](=[CH:6][C:7]3[CH2:13][CH2:12][N:11]([C:14]([O:16][C:17]([CH3:20])([CH3:19])[CH3:18])=[O:15])[CH2:10][CH2:9][C:8]=3[CH:21]=2)[NH:4][CH2:3][CH2:2]1.[CH3:23][S:24](Cl)(=[O:26])=[O:25].C(N(C(C)C)CC)(C)C.O. Product: [CH3:23][S:24]([N:4]1[C:5]2=[CH:6][C:7]3[CH2:13][CH2:12][N:11]([C:14]([O:16][C:17]([CH3:18])([CH3:19])[CH3:20])=[O:15])[CH2:10][CH2:9][C:8]=3[CH:21]=[C:22]2[O:1][CH2:2][CH2:3]1)(=[O:26])=[O:25]. The catalyst class is: 4. (3) Reactant: [Mg].Br[C:3]1[CH:8]=[CH:7][C:6]([F:9])=[CH:5][CH:4]=1.[CH3:10][O:11][CH2:12][C:13]([C:15]1[CH:20]=[CH:19][CH:18]=[CH:17][CH:16]=1)=[O:14].[Cl-].[NH4+]. Product: [F:9][C:6]1[CH:7]=[CH:8][C:3]([C:13]([C:15]2[CH:20]=[CH:19][CH:18]=[CH:17][CH:16]=2)([OH:14])[CH2:12][O:11][CH3:10])=[CH:4][CH:5]=1. The catalyst class is: 7. (4) The catalyst class is: 1. Product: [I:1][C:2]1[C:10]2[C:5](=[N:6][CH:7]=[N:8][C:9]=2[NH2:11])[N:4]([CH:34]2[CH2:35][CH2:36][N:32]([CH3:31])[CH2:33]2)[N:3]=1. Reactant: [I:1][C:2]1[C:10]2[C:5](=[N:6][CH:7]=[N:8][C:9]=2[NH2:11])[NH:4][N:3]=1.C1C=CC(P(C2C=CC=CC=2)C2C=CC=CC=2)=CC=1.[CH3:31][N:32]1[CH2:36][CH2:35][C@H:34](O)[CH2:33]1.CCOC(/N=N/C(OCC)=O)=O. (5) Reactant: [Cl:1][CH2:2][C:3]1[N:4]=[C:5]([CH:8]=[CH:9][C:10]2[CH:15]=[CH:14][C:13]([S:16][C:17]([F:20])([F:19])[F:18])=[CH:12][CH:11]=2)[O:6][CH:7]=1.ClC1C=C(C(OO)=[O:29])C=CC=1. Product: [Cl:1][CH2:2][C:3]1[N:4]=[C:5]([CH:8]=[CH:9][C:10]2[CH:11]=[CH:12][C:13]([S:16]([C:17]([F:20])([F:19])[F:18])=[O:29])=[CH:14][CH:15]=2)[O:6][CH:7]=1. The catalyst class is: 4.